This data is from Forward reaction prediction with 1.9M reactions from USPTO patents (1976-2016). The task is: Predict the product of the given reaction. (1) The product is: [O:13]1[C:12]2[CH:16]=[CH:17][C:9]([S:6]([N:5]([CH2:18][CH:19]([CH3:20])[CH3:21])[CH2:4][C@@H:3]([OH:22])[C@@H:2]([NH:1][C:38](=[O:49])[O:39][CH:40]3[CH:48]4[CH:43]([O:44][CH2:45][CH2:46][CH2:47]4)[O:42][CH2:41]3)[CH2:23][C:24]3[CH:25]=[CH:26][C:27]([O:30][CH2:31][C:32]4[CH:33]=[CH:34][CH:35]=[CH:36][CH:37]=4)=[CH:28][CH:29]=3)(=[O:7])=[O:8])=[CH:10][C:11]=2[O:15][CH2:14]1. Given the reactants [NH2:1][C@@H:2]([CH2:23][C:24]1[CH:29]=[CH:28][C:27]([O:30][CH2:31][C:32]2[CH:37]=[CH:36][CH:35]=[CH:34][CH:33]=2)=[CH:26][CH:25]=1)[C@H:3]([OH:22])[CH2:4][N:5]([CH2:18][CH:19]([CH3:21])[CH3:20])[S:6]([C:9]1[CH:17]=[CH:16][C:12]2[O:13][CH2:14][O:15][C:11]=2[CH:10]=1)(=[O:8])=[O:7].[C:38](=O)([O:49]C1C=CC([N+]([O-])=O)=CC=1)[O:39][CH:40]1[CH:48]2[CH:43]([O:44][CH2:45][CH2:46][CH2:47]2)[O:42][CH2:41]1.C(N(C(C)C)CC)(C)C.C(#N)C, predict the reaction product. (2) Given the reactants C(O)(C(F)(F)F)=O.[NH2:8][C:9]1[C:10]([C:31]([NH:33][C:34]2[C:39]([N:40]3[CH2:45][CH2:44][C:43]([CH3:53])([NH:46]C(=O)C(C)(C)C)[CH2:42][CH2:41]3)=[CH:38][CH:37]=[CH:36][N:35]=2)=[O:32])=[N:11][C:12]([C:15]2[C:24]3[C:19](=[CH:20][CH:21]=[CH:22][CH:23]=3)[CH:18]=[C:17]([N:25]3[CH2:30][CH2:29][O:28][CH2:27][CH2:26]3)[N:16]=2)=[CH:13][N:14]=1, predict the reaction product. The product is: [NH2:8][C:9]1[C:10]([C:31]([NH:33][C:34]2[C:39]([N:40]3[CH2:41][CH2:42][C:43]([NH2:46])([CH3:53])[CH2:44][CH2:45]3)=[CH:38][CH:37]=[CH:36][N:35]=2)=[O:32])=[N:11][C:12]([C:15]2[C:24]3[C:19](=[CH:20][CH:21]=[CH:22][CH:23]=3)[CH:18]=[C:17]([N:25]3[CH2:26][CH2:27][O:28][CH2:29][CH2:30]3)[N:16]=2)=[CH:13][N:14]=1. (3) Given the reactants [C:1]1([C:7]2[C:8](=[O:19])[NH:9][N:10]=[C:11]([C:13]3[N:18]=[CH:17][CH:16]=[CH:15][N:14]=3)[CH:12]=2)[CH:6]=[CH:5][CH:4]=[CH:3][CH:2]=1.[C:20]([C:22]1[CH:27]=[CH:26][CH:25]=[CH:24][C:23]=1B1OC(C([O-])=O)C=CO1)#[N:21].N1C=CC=CC=1, predict the reaction product. The product is: [C:20]([C:22]1[CH:27]=[CH:26][CH:25]=[CH:24][C:23]=1[N:9]1[C:8](=[O:19])[C:7]([C:1]2[CH:6]=[CH:5][CH:4]=[CH:3][CH:2]=2)=[CH:12][C:11]([C:13]2[N:14]=[CH:15][CH:16]=[CH:17][N:18]=2)=[N:10]1)#[N:21]. (4) The product is: [C:58]([O:62][CH2:46][CH2:45][O:44][C:43]1[C:48]([C:52]2[CH:57]=[CH:56][CH:55]=[CH:54][CH:53]=2)=[CH:49][CH:50]=[CH:51][C:42]=1[C:36]1[CH:41]=[CH:40][CH:39]=[CH:38][CH:37]=1)(=[O:61])[CH:59]=[CH2:60]. Given the reactants C(OC1C=CC(C(C2C=CC(OC(=O)C=C)=CC=2)(C2C=CC(OC(=O)C=C)=CC=2)C)=CC=1)(=O)C=C.[C:36]1([C:42]2[CH:51]=[CH:50][CH:49]=[C:48]([C:52]3[CH:57]=[CH:56][CH:55]=[CH:54][CH:53]=3)[C:43]=2[O:44][CH:45](O)[CH3:46])[CH:41]=[CH:40][CH:39]=[CH:38][CH:37]=1.[C:58]([OH:62])(=[O:61])[CH:59]=[CH2:60].CS(O)(=O)=O, predict the reaction product. (5) The product is: [NH2:21][C:5]1[N:4]=[C:3]([Cl:2])[N:20]=[C:19]2[C:6]=1[N:7]=[CH:8][N:9]2[C@H:10]1[C@@H:11]2[O:12][C:24]([CH3:26])([CH3:25])[O:14][C@@H:13]2[C@@H:15]([CH2:16][OH:17])[O:18]1. Given the reactants O.[Cl:2][C:3]1[N:4]=[C:5]([NH2:21])[C:6]2[N:7]=[CH:8][N:9]([C:19]=2[N:20]=1)[C@@H:10]1[O:18][C@H:15]([CH2:16][OH:17])[C@@H:13]([OH:14])[C@H:11]1[OH:12].CO[C:24](OC)([CH3:26])[CH3:25].O.C1(C)C=CC(S(O)(=O)=O)=CC=1, predict the reaction product. (6) Given the reactants [NH2:1][C:2]1[CH:3]=[CH:4][C:5]([C:17]2[CH:18]=[C:19]([OH:23])[CH:20]=[CH:21][CH:22]=2)=[N:6][C:7]=1[NH:8][C:9]1[CH:14]=[CH:13][CH:12]=[CH:11][C:10]=1[O:15][CH3:16].[CH3:24][O:25]C1C=CC=CC=1NC1N=C(C2C=C(O)C=CC=2)C=CC=1[N+]([O-])=O, predict the reaction product. The product is: [OH:23][C:19]1[CH:18]=[C:17]([C:5]2[N:6]=[C:7]3[N:8]([C:9]4[CH:14]=[CH:13][CH:12]=[CH:11][C:10]=4[O:15][CH3:16])[C:24](=[O:25])[NH:1][C:2]3=[CH:3][CH:4]=2)[CH:22]=[CH:21][CH:20]=1.